Dataset: Full USPTO retrosynthesis dataset with 1.9M reactions from patents (1976-2016). Task: Predict the reactants needed to synthesize the given product. (1) Given the product [CH3:26][O:25][C:22]1[CH:23]=[C:24]2[C:19](=[CH:20][C:21]=1[O:27][CH3:28])[N:18]=[C:17]([NH:29][CH3:30])[N:16]=[C:15]2[C:11]1[CH:12]=[CH:13][CH:14]=[C:9]([NH:8][C:6](=[O:7])[C:5]2[CH:31]=[CH:32][C:2]([N:35]([CH3:36])[CH3:34])=[N:3][CH:4]=2)[CH:10]=1, predict the reactants needed to synthesize it. The reactants are: Cl[C:2]1[CH:32]=[CH:31][C:5]([C:6]([NH:8][C:9]2[CH:10]=[C:11]([C:15]3[C:24]4[C:19](=[CH:20][C:21]([O:27][CH3:28])=[C:22]([O:25][CH3:26])[CH:23]=4)[N:18]=[C:17]([NH:29][CH3:30])[N:16]=3)[CH:12]=[CH:13][CH:14]=2)=[O:7])=[CH:4][N:3]=1.Cl.[CH3:34][NH:35][CH3:36].C(N(CC)CC)C.C(O)(C)C. (2) Given the product [CH:1]1([NH:4][C:47]([C:45]2[N:46]=[C:42]([C:41]#[C:40][C:34]3[CH:39]=[CH:38][CH:37]=[CH:36][CH:35]=3)[S:43][CH:44]=2)=[O:48])[CH2:3][CH2:2]1, predict the reactants needed to synthesize it. The reactants are: [CH:1]1([NH2:4])[CH2:3][CH2:2]1.ON1C2C=CC=CC=2N=N1.C(N(CC)CC)C.Cl.CN(C)CCCN=C=NCC.[C:34]1([C:40]#[C:41][C:42]2[S:43][CH:44]=[C:45]([C:47](O)=[O:48])[N:46]=2)[CH:39]=[CH:38][CH:37]=[CH:36][CH:35]=1. (3) Given the product [CH:31]1([NH:37][C:3]([C:4]2[CH:10]=[C:11]([C:13]3[CH:18]=[C:17]([F:19])[CH:16]=[CH:15][C:14]=3[O:20][CH3:21])[N:30]([CH2:22][CH2:23][C:24]3[CH:29]=[CH:28][CH:27]=[CH:26][CH:25]=3)[C:5]=2[CH3:6])=[O:2])[CH2:36][CH2:35][CH2:34][CH2:33][CH2:32]1, predict the reactants needed to synthesize it. The reactants are: C[O:2][C:3](=O)[CH2:4][C:5](=O)[CH3:6].Br[CH2:10][C:11]([C:13]1[CH:18]=[C:17]([F:19])[CH:16]=[CH:15][C:14]=1[O:20][CH3:21])=O.[CH2:22]([NH2:30])[CH2:23][C:24]1[CH:29]=[CH:28][CH:27]=[CH:26][CH:25]=1.[CH:31]1([NH2:37])[CH2:36][CH2:35][CH2:34][CH2:33][CH2:32]1. (4) Given the product [Cl:39][C:2]1[C:3]([C:23]2[S:27][C:26]([C:28]3([O:32][CH2:33][O:34][CH3:35])[CH2:31][CH2:30][CH2:29]3)=[N:25][CH:24]=2)=[C:4]2[CH:10]=[C:9](/[C:11](=[N:40]/[OH:41])/[NH2:12])[NH:8][C:5]2=[N:6][CH:7]=1, predict the reactants needed to synthesize it. The reactants are: Cl[C:2]1[C:3]([C:23]2[S:27][C:26]([C:28]3([O:32][CH2:33][O:34][CH3:35])[CH2:31][CH2:30][CH2:29]3)=[N:25][CH:24]=2)=[C:4]2[CH:10]=[C:9]([C:11]#[N:12])[N:8](S(C3C=CC(C)=CC=3)(=O)=O)[C:5]2=[N:6][CH:7]=1.C(O)C.[ClH:39].[NH2:40][OH:41].C(N(CC)CC)C. (5) Given the product [Cl:41][C:42]1[CH:43]=[CH:44][C:45]([CH2:46][N:47]2[C:55]3[C:50](=[CH:51][CH:52]=[CH:53][CH:54]=3)[C:49]([CH:56]([C:29]3[N:28]([CH2:27][O:26][CH2:25][CH2:24][Si:23]([CH3:40])([CH3:39])[CH3:22])[CH:32]=[C:31]([C:33]4[CH:38]=[CH:37][CH:36]=[CH:35][N:34]=4)[N:30]=3)[OH:57])=[CH:48]2)=[CH:58][CH:59]=1, predict the reactants needed to synthesize it. The reactants are: C([N-]C(C)C)(C)C.[Li+].C(C1C=CC=CC=1)C.C1COCC1.[CH3:22][Si:23]([CH3:40])([CH3:39])[CH2:24][CH2:25][O:26][CH2:27][N:28]1[CH:32]=[C:31]([C:33]2[CH:38]=[CH:37][CH:36]=[CH:35][N:34]=2)[N:30]=[CH:29]1.[Cl:41][C:42]1[CH:59]=[CH:58][C:45]([CH2:46][N:47]2[C:55]3[C:50](=[CH:51][CH:52]=[CH:53][CH:54]=3)[C:49]([CH:56]=[O:57])=[CH:48]2)=[CH:44][CH:43]=1.